This data is from Forward reaction prediction with 1.9M reactions from USPTO patents (1976-2016). The task is: Predict the product of the given reaction. (1) Given the reactants [N+:1]([C:4]1[C:13]2[C:8](=[CH:9][CH:10]=[CH:11][CH:12]=2)[N+:7]([O-])=[CH:6][CH:5]=1)([O-:3])=[O:2].P(Br)(Br)[Br:16].P(Br)(Br)(Br)=O.[OH-].[Na+], predict the reaction product. The product is: [Br:16][C:6]1[CH:5]=[C:4]([N+:1]([O-:3])=[O:2])[C:13]2[C:8](=[CH:9][CH:10]=[CH:11][CH:12]=2)[N:7]=1. (2) Given the reactants Br[C:2]1[CH:3]=[C:4]([NH2:9])[C:5]([NH2:8])=[N:6][CH:7]=1.[B:10]1([B:10]2[O:14][C:13]([CH3:16])([CH3:15])[C:12]([CH3:18])([CH3:17])[O:11]2)[O:14][C:13]([CH3:16])([CH3:15])[C:12]([CH3:18])([CH3:17])[O:11]1.C(Cl)Cl.CC([O-])=O.[K+], predict the reaction product. The product is: [CH3:17][C:12]1([CH3:18])[C:13]([CH3:16])([CH3:15])[O:14][B:10]([C:2]2[CH:3]=[C:4]([NH2:9])[C:5]([NH2:8])=[N:6][CH:7]=2)[O:11]1. (3) Given the reactants [O:1]=[C:2]1[NH:7][C:6]2[CH:8]=[C:9]([C:11]3[CH:16]=[CH:15][CH:14]=[CH:13][CH:12]=3)[S:10][C:5]=2[C:4](=[O:17])[N:3]1[CH:18]1[CH2:23][CH2:22][N:21]([C:24]([O:26][C:27]([CH3:30])([CH3:29])[CH3:28])=[O:25])[CH2:20][CH2:19]1.Cl[CH2:32][C:33]1[S:34][C:35]([CH2:38][CH3:39])=[CH:36][CH:37]=1.C(=O)([O-])[O-].[K+].[K+], predict the reaction product. The product is: [CH2:38]([C:35]1[S:34][C:33]([CH2:32][N:7]2[C:6]3[CH:8]=[C:9]([C:11]4[CH:16]=[CH:15][CH:14]=[CH:13][CH:12]=4)[S:10][C:5]=3[C:4](=[O:17])[N:3]([CH:18]3[CH2:23][CH2:22][N:21]([C:24]([O:26][C:27]([CH3:30])([CH3:29])[CH3:28])=[O:25])[CH2:20][CH2:19]3)[C:2]2=[O:1])=[CH:37][CH:36]=1)[CH3:39]. (4) Given the reactants [CH3:1][N:2]([CH2:6][CH2:7]Cl)[CH2:3][CH2:4]Cl.[CH2:9]([C:16]#[N:17])[C:10]1[CH:15]=[CH:14][CH:13]=[CH:12][CH:11]=1.[NH2-].[Na+], predict the reaction product. The product is: [CH3:1][N:2]1[CH2:6][CH2:7][C:9]([C:10]2[CH:15]=[CH:14][CH:13]=[CH:12][CH:11]=2)([C:16]#[N:17])[CH2:4][CH2:3]1. (5) Given the reactants CN1CCN2CCN(C)P1N(C)CC2.C(#N)C.[Br:18][C:19]1[CH:24]=[CH:23][C:22]([C:25]2[O:26][C:27]([CH3:33])=[C:28]([CH2:30][CH2:31]I)[N:29]=2)=[CH:21][CH:20]=1, predict the reaction product. The product is: [Br:18][C:19]1[CH:20]=[CH:21][C:22]([C:25]2[O:26][C:27]([CH3:33])=[C:28]([CH:30]=[CH2:31])[N:29]=2)=[CH:23][CH:24]=1.